From a dataset of Reaction yield outcomes from USPTO patents with 853,638 reactions. Predict the reaction yield, written as a fraction of the theoretical maximum amount of product (1.0 means a 100% yield; for example, 0.34 means a 34% yield). (1) The reactants are [Br:1][C:2]1[CH:7]=[C:6]([CH2:8][NH:9][C:10]2[CH:18]=[CH:17][CH:16]=[CH:15][C:11]=2[C:12]([OH:14])=O)[CH:5]=[CH:4][N:3]=1.[CH3:19][N:20]1[CH:28]=[C:27]2[C:22]([CH:23]=[C:24]([NH2:29])[CH:25]=[CH:26]2)=[N:21]1.CN1CCOCC1. The catalyst is CN(C)C=O.C(=O)(O)[O-].[Na+]. The product is [Br:1][C:2]1[CH:7]=[C:6]([CH2:8][NH:9][C:10]2[CH:18]=[CH:17][CH:16]=[CH:15][C:11]=2[C:12]([NH:29][C:24]2[CH:25]=[CH:26][C:27]3[C:22]([CH:23]=2)=[N:21][N:20]([CH3:19])[CH:28]=3)=[O:14])[CH:5]=[CH:4][N:3]=1. The yield is 0.960. (2) The reactants are [Br:1][C:2]1[CH:3]=[C:4]2[C:9](=[CH:10][CH:11]=1)[C:8]([OH:12])=[N:7][CH:6]=[CH:5]2.[CH2:13](Br)[CH2:14][CH2:15][CH2:16][CH2:17]C.[OH-].[Na+].[CH3:22][C:23](OC)([CH3:25])[CH3:24]. The catalyst is [Br-].C([N+](CCCC)(CCCC)CCCC)CCC.C1(C)C=CC=CC=1. The product is [Br:1][C:2]1[CH:3]=[C:4]2[C:9](=[CH:10][CH:11]=1)[C:8](=[O:12])[N:7]([CH2:22][CH:23]([C:25]1[CH:17]=[CH:16][CH:15]=[CH:14][CH:13]=1)[CH3:24])[CH:6]=[CH:5]2. The yield is 0.320. (3) The reactants are [CH2:1]([O:3][C:4]([CH:6]1[CH2:11][CH2:10][C:9](OS(C(F)(F)F)(=O)=O)=[CH:8][CH2:7]1)=[O:5])[CH3:2].C([O-])(=O)C.[K+].[B:25]1([B:25]2[O:29][C:28]([CH3:31])([CH3:30])[C:27]([CH3:33])([CH3:32])[O:26]2)[O:29][C:28]([CH3:31])([CH3:30])[C:27]([CH3:33])([CH3:32])[O:26]1. The catalyst is O1CCOCC1.C1(P(C2C=CC=CC=2)[C-]2C=CC=C2)C=CC=CC=1.[C-]1(P(C2C=CC=CC=2)C2C=CC=CC=2)C=CC=C1.[Fe+2].[CH-]1C=C(P(C2C=CC=CC=2)C2C=CC=CC=2)C=C1.[CH-]1C=C(P(C2C=CC=CC=2)C2C=CC=CC=2)C=C1.Cl[Pd]Cl.[Fe+2]. The product is [CH2:1]([O:3][C:4]([CH:6]1[CH2:11][CH2:10][C:9]([B:25]2[O:29][C:28]([CH3:31])([CH3:30])[C:27]([CH3:33])([CH3:32])[O:26]2)=[CH:8][CH2:7]1)=[O:5])[CH3:2]. The yield is 0.700. (4) The catalyst is CO. The product is [N+:1]([C:4]1[CH:13]=[C:12]2[C:7]([CH2:8][CH2:9][CH2:10][CH:11]2[OH:14])=[CH:6][CH:5]=1)([O-:3])=[O:2]. The reactants are [N+:1]([C:4]1[CH:13]=[C:12]2[C:7]([CH2:8][CH2:9][CH2:10][C:11]2=[O:14])=[CH:6][CH:5]=1)([O-:3])=[O:2].[BH4-].[Na+]. The yield is 0.800. (5) The reactants are [CH3:1][O:2][C:3]1[CH:4]=[C:5]([CH2:11][CH2:12][CH2:13][C:14](O)=[O:15])[CH:6]=[CH:7][C:8]=1[O:9][CH3:10].B.C1COCC1. The catalyst is C1COCC1. The product is [CH3:1][O:2][C:3]1[CH:4]=[C:5]([CH2:11][CH2:12][CH2:13][CH2:14][OH:15])[CH:6]=[CH:7][C:8]=1[O:9][CH3:10]. The yield is 0.990.